This data is from Full USPTO retrosynthesis dataset with 1.9M reactions from patents (1976-2016). The task is: Predict the reactants needed to synthesize the given product. (1) The reactants are: [OH-:1].[K+].[C:3]([NH:6][C:7]1[C:8]([I:33])=[C:9]([C:24]([N:26]([CH2:28][CH:29]([OH:32])[CH2:30][OH:31])[CH3:27])=[O:25])[C:10]([I:23])=[C:11]([C:21]=1[I:22])[C:12]([N:14]([CH2:16][CH:17]([OH:20])[CH2:18][OH:19])[CH3:15])=[O:13])(=[O:5])[CH3:4].B(O)(O)O.[O:38]1[CH2:40][CH:39]1[CH2:41][CH2:42][CH2:43][CH2:44][CH:45]1[CH2:47][O:46]1.Cl. Given the product [OH:38][CH:39]([CH2:41][CH2:42][CH2:43][CH2:44][CH:45]([OH:46])[CH2:47][N:6]([C:7]1[C:21]([I:22])=[C:11]([C:12]([N:14]([CH2:16][CH:17]([OH:20])[CH2:18][OH:19])[CH3:15])=[O:13])[C:10]([I:23])=[C:9]([C:8]=1[I:33])[C:24]([N:26]([CH2:28][CH:29]([OH:32])[CH2:30][OH:31])[CH3:27])=[O:25])[C:3](=[O:1])[CH3:4])[CH2:40][N:6]([C:7]1[C:21]([I:22])=[C:11]([C:12]([N:14]([CH3:15])[CH2:16][CH:17]([OH:20])[CH2:18][OH:19])=[O:13])[C:10]([I:23])=[C:9]([C:8]=1[I:33])[C:24]([N:26]([CH3:27])[CH2:28][CH:29]([OH:32])[CH2:30][OH:31])=[O:25])[C:3](=[O:5])[CH3:4], predict the reactants needed to synthesize it. (2) Given the product [CH2:1]([O:8][C:9](=[O:33])[CH:10]([N:14]([CH2:15][CH2:16][C@@H:17]1[CH2:22][C@H:21]([CH2:23][C:24]([O:26][C:27]([CH3:30])([CH3:29])[CH3:28])=[O:25])[O:20][C:19]([CH3:31])([CH3:32])[O:18]1)[C:39](=[O:40])[C:38]1[CH:42]=[CH:43][C:35]([F:34])=[CH:36][CH:37]=1)[CH:11]([CH3:12])[CH3:13])[C:2]1[CH:3]=[CH:4][CH:5]=[CH:6][CH:7]=1, predict the reactants needed to synthesize it. The reactants are: [CH2:1]([O:8][C:9](=[O:33])[CH:10]([NH:14][CH2:15][CH2:16][C@@H:17]1[CH2:22][C@H:21]([CH2:23][C:24]([O:26][C:27]([CH3:30])([CH3:29])[CH3:28])=[O:25])[O:20][C:19]([CH3:32])([CH3:31])[O:18]1)[CH:11]([CH3:13])[CH3:12])[C:2]1[CH:7]=[CH:6][CH:5]=[CH:4][CH:3]=1.[F:34][C:35]1[CH:43]=[CH:42][C:38]([C:39](Cl)=[O:40])=[CH:37][CH:36]=1. (3) Given the product [CH2:14]([O:5][C:4](=[O:6])[C:3]1[C:2]([OH:1])=[CH:10][CH:9]=[CH:8][C:7]=1[OH:11])[C:15]1[CH:20]=[CH:19][CH:18]=[CH:17][CH:16]=1, predict the reactants needed to synthesize it. The reactants are: [OH:1][C:2]1[CH:10]=[CH:9][CH:8]=[C:7]([OH:11])[C:3]=1[C:4]([OH:6])=[O:5].[OH-].[Na+].[CH2:14](Br)[C:15]1[CH:20]=[CH:19][CH:18]=[CH:17][CH:16]=1.O. (4) Given the product [NH:13]1[C:14]2[CH:19]=[CH:18][CH:17]=[CH:16][C:15]=2[N:11]=[C:12]1[C@H:8]([NH:9][C:10]([NH:35][CH2:34][CH2:33][N:24]1[CH2:25][CH2:26][C:27]2[C:32](=[CH:31][CH:30]=[CH:29][CH:28]=2)[CH2:23]1)=[O:20])[CH2:7][C:6]1[CH:21]=[CH:22][C:3]([O:2][CH3:1])=[CH:4][CH:5]=1, predict the reactants needed to synthesize it. The reactants are: [CH3:1][O:2][C:3]1[CH:22]=[CH:21][C:6]([CH2:7][C@@H:8]2[C:12]3=[N:13][C:14]4[CH:19]=[CH:18][CH:17]=[CH:16][C:15]=4[N:11]3[C:10](=[O:20])[NH:9]2)=[CH:5][CH:4]=1.[CH2:23]1[C:32]2[C:27](=[CH:28][CH:29]=[CH:30][CH:31]=2)[CH2:26][CH2:25][N:24]1[CH2:33][CH2:34][NH2:35].C(O)(C(F)(F)F)=O.